From a dataset of Reaction yield outcomes from USPTO patents with 853,638 reactions. Predict the reaction yield, written as a fraction of the theoretical maximum amount of product (1.0 means a 100% yield; for example, 0.34 means a 34% yield). (1) The reactants are [CH3:1][C:2]1[CH:7]=[C:6]([CH3:8])[NH:5][C:4](=[O:9])[C:3]=1[C:10]#[N:11].[CH3:12][C:13]([O:16][C:17](O[C:17]([O:16][C:13]([CH3:15])([CH3:14])[CH3:12])=[O:18])=[O:18])([CH3:15])[CH3:14].CCN(CC)CC.O. The catalyst is C1COCC1.CO.[Ni]. The product is [C:13]([O:16][C:17](=[O:18])[NH:11][CH2:10][C:3]1[C:4](=[O:9])[NH:5][C:6]([CH3:8])=[CH:7][C:2]=1[CH3:1])([CH3:15])([CH3:14])[CH3:12]. The yield is 0.560. (2) The reactants are [OH-].[Na+].[NH2:3][C@H:4]([C:8]([OH:10])=[O:9])[C@@H:5]([CH3:7])[OH:6].C(=O)([O-])[O-].[Na+].[Na+].Cl[C:18]([O:20][CH3:21])=[O:19]. No catalyst specified. The product is [OH:6][C@H:5]([CH3:7])[C@H:4]([NH:3][C:18]([O:20][CH3:21])=[O:19])[C:8]([OH:10])=[O:9]. The yield is 0.980.